Task: Regression. Given a peptide amino acid sequence and an MHC pseudo amino acid sequence, predict their binding affinity value. This is MHC class I binding data.. Dataset: Peptide-MHC class I binding affinity with 185,985 pairs from IEDB/IMGT (1) The peptide sequence is VSSHKGWAK. The MHC is HLA-B27:03 with pseudo-sequence HLA-B27:03. The binding affinity (normalized) is 0.0847. (2) The peptide sequence is YEENKIIL. The MHC is Mamu-A11 with pseudo-sequence Mamu-A11. The binding affinity (normalized) is 0.252. (3) The peptide sequence is YHFDPVHHL. The MHC is HLA-A02:01 with pseudo-sequence HLA-A02:01. The binding affinity (normalized) is 0.0847. (4) The peptide sequence is IYTTNDNNY. The MHC is HLA-A24:03 with pseudo-sequence HLA-A24:03. The binding affinity (normalized) is 0.266. (5) The peptide sequence is KQLEYSWVL. The MHC is BoLA-D18.4 with pseudo-sequence BoLA-D18.4. The binding affinity (normalized) is 0.482.